This data is from Reaction yield outcomes from USPTO patents with 853,638 reactions. The task is: Predict the reaction yield, written as a fraction of the theoretical maximum amount of product (1.0 means a 100% yield; for example, 0.34 means a 34% yield). (1) The reactants are [CH3:1][O:2][C:3]1[CH:8]=[C:7]([C:9]([F:12])([F:11])[F:10])[CH:6]=[C:5]([C:13]([F:16])([F:15])[F:14])[CH:4]=1.[Li]CCCC.[C:22](=[O:24])=[O:23]. The catalyst is CCOCC. The product is [CH3:1][O:2][C:3]1[CH:4]=[C:5]([C:13]([F:14])([F:15])[F:16])[CH:6]=[C:7]([C:9]([F:10])([F:11])[F:12])[C:8]=1[C:22]([OH:24])=[O:23]. The yield is 0.500. (2) The yield is 0.970. The reactants are [CH3:1][O:2][CH2:3][CH2:4][CH2:5][CH2:6][CH:7]([NH:20][C:21]1[CH:29]=[CH:28][C:24]([C:25](O)=[O:26])=[CH:23][CH:22]=1)[C:8]1[O:9][C:10]2[CH:17]=[CH:16][C:15]([O:18][CH3:19])=[CH:14][C:11]=2[C:12]=1[CH3:13].Cl.[CH2:31]([O:33][C:34](=[O:38])[CH2:35][CH2:36][NH2:37])[CH3:32].O.ON1C2C=CC=CC=2N=N1.Cl.C(N=C=NCCCN(C)C)C.[Cl-].[NH4+]. The catalyst is CN(C)C=O.C(N(CC)CC)C. The product is [CH3:1][O:2][CH2:3][CH2:4][CH2:5][CH2:6][CH:7]([NH:20][C:21]1[CH:29]=[CH:28][C:24]([C:25]([NH:37][CH2:36][CH2:35][C:34]([O:33][CH2:31][CH3:32])=[O:38])=[O:26])=[CH:23][CH:22]=1)[C:8]1[O:9][C:10]2[CH:17]=[CH:16][C:15]([O:18][CH3:19])=[CH:14][C:11]=2[C:12]=1[CH3:13]. (3) The reactants are Br[C:2]1[CH:6]=[CH:5][S:4][C:3]=1[S:7]([N:10]1[CH:14]=[CH:13][CH:12]=[CH:11]1)(=[O:9])=[O:8].[F:15][C:16]1[C:21](B(O)O)=[CH:20][CH:19]=[CH:18][N:17]=1.C(=O)([O-])O.[Na+].COCCOC. The catalyst is [Pd].C1(P(C2C=CC=CC=2)C2C=CC=CC=2)C=CC=CC=1.C1(P(C2C=CC=CC=2)C2C=CC=CC=2)C=CC=CC=1.C1(P(C2C=CC=CC=2)C2C=CC=CC=2)C=CC=CC=1.C1(P(C2C=CC=CC=2)C2C=CC=CC=2)C=CC=CC=1.O. The product is [F:15][C:16]1[C:21]([C:2]2[CH:6]=[CH:5][S:4][C:3]=2[S:7]([N:10]2[CH:14]=[CH:13][CH:12]=[CH:11]2)(=[O:9])=[O:8])=[CH:20][CH:19]=[CH:18][N:17]=1. The yield is 0.270. (4) The reactants are C(OC([NH:8][C@@H:9]([CH:46]([C:54]1[CH:59]=[CH:58][C:57]([F:60])=[CH:56][CH:55]=1)[C:47]1[CH:52]=[CH:51][C:50]([F:53])=[CH:49][CH:48]=1)[C:10]([NH:12][C:13]1[CH:44]=[CH:43][CH:42]=[C:41]([F:45])[C:14]=1[CH2:15][CH2:16][C@H:17]1[CH2:24][N:23](C(OC(C)(C)C)=O)[CH2:22][C:19]2([CH2:21][CH2:20]2)[N:18]1[S:32]([C:35]1[CH:40]=[CH:39][CH:38]=[CH:37][CH:36]=1)(=[O:34])=[O:33])=[O:11])=O)(C)(C)C.C(O)(C(F)(F)F)=O. The catalyst is C(Cl)Cl. The product is [NH2:8][C@@H:9]([CH:46]([C:47]1[CH:48]=[CH:49][C:50]([F:53])=[CH:51][CH:52]=1)[C:54]1[CH:55]=[CH:56][C:57]([F:60])=[CH:58][CH:59]=1)[C:10]([NH:12][C:13]1[CH:44]=[CH:43][CH:42]=[C:41]([F:45])[C:14]=1[CH2:15][CH2:16][C@H:17]1[CH2:24][NH:23][CH2:22][C:19]2([CH2:20][CH2:21]2)[N:18]1[S:32]([C:35]1[CH:40]=[CH:39][CH:38]=[CH:37][CH:36]=1)(=[O:33])=[O:34])=[O:11]. The yield is 0.580. (5) The reactants are [CH:1]1([CH2:4][N:5]([C:10]2[CH:11]=[CH:12][C:13]([OH:20])=[C:14]([CH:19]=2)[C:15]([O:17][CH3:18])=[O:16])[S:6]([CH3:9])(=[O:8])=[O:7])[CH2:3][CH2:2]1.Cl.Cl[CH2:23][CH2:24][N:25]1[CH2:30][CH2:29][O:28][CH2:27][CH2:26]1.C([O-])([O-])=O.[K+].[K+].O. The catalyst is CN(C=O)C. The product is [CH:1]1([CH2:4][N:5]([C:10]2[CH:11]=[CH:12][C:13]([O:20][CH2:23][CH2:24][N:25]3[CH2:30][CH2:29][O:28][CH2:27][CH2:26]3)=[C:14]([CH:19]=2)[C:15]([O:17][CH3:18])=[O:16])[S:6]([CH3:9])(=[O:8])=[O:7])[CH2:3][CH2:2]1. The yield is 0.940. (6) The reactants are [F:1][C:2]1[CH:3]=[C:4](B(O)O)[CH:5]=[C:6]([O:8][CH3:9])[CH:7]=1.Br[CH:14]=[C:15]1[C:21]2[CH:22]=[CH:23][CH:24]=[CH:25][C:20]=2[CH2:19][CH2:18][C:17]2[CH:26]=[CH:27][CH:28]=[CH:29][C:16]1=2. No catalyst specified. The product is [F:1][C:2]1[CH:3]=[C:4]([CH:5]=[C:6]([O:8][CH3:9])[CH:7]=1)[CH:14]=[C:15]1[C:16]2[CH:29]=[CH:28][CH:27]=[CH:26][C:17]=2[CH2:18][CH2:19][C:20]2[CH:25]=[CH:24][CH:23]=[CH:22][C:21]1=2. The yield is 0.520. (7) The reactants are [Br:1][C:2]1[CH:3]=[N:4][N:5]([CH2:9][O:10][CH2:11][CH2:12][Si:13]([CH3:16])([CH3:15])[CH3:14])[C:6]=1[CH2:7][OH:8].[H-].[Na+].I[CH3:20]. The catalyst is C1COCC1. The product is [Br:1][C:2]1[CH:3]=[N:4][N:5]([CH2:9][O:10][CH2:11][CH2:12][Si:13]([CH3:16])([CH3:15])[CH3:14])[C:6]=1[CH2:7][O:8][CH3:20]. The yield is 0.480. (8) The reactants are [F:1][C:2]1[CH:24]=[C:23]([N+:25]([O-])=O)[CH:22]=[CH:21][C:3]=1[O:4][C:5]1[CH:10]=[CH:9][N:8]=[C:7]2[CH:11]=[C:12]([C:14]3[CH2:15][CH2:16][N:17]([CH3:20])[CH2:18][CH:19]=3)[S:13][C:6]=12.[NH4+].[Cl-].O. The catalyst is CCO.[Fe]. The product is [F:1][C:2]1[CH:24]=[C:23]([CH:22]=[CH:21][C:3]=1[O:4][C:5]1[CH:10]=[CH:9][N:8]=[C:7]2[CH:11]=[C:12]([C:14]3[CH2:15][CH2:16][N:17]([CH3:20])[CH2:18][CH:19]=3)[S:13][C:6]=12)[NH2:25]. The yield is 0.670. (9) The reactants are [F-].[Cs+].[F:3][C:4]1[C:5]([C:12]([F:15])([F:14])[F:13])=[CH:6][C:7](I)=[C:8]([OH:10])[CH:9]=1.C([Sn](CCCC)(CCCC)[C:21]1[CH:26]=[CH:25][N:24]=[N:23][CH:22]=1)CCC.CN(C)C=O. The catalyst is C1C=CC([P]([Pd]([P](C2C=CC=CC=2)(C2C=CC=CC=2)C2C=CC=CC=2)([P](C2C=CC=CC=2)(C2C=CC=CC=2)C2C=CC=CC=2)[P](C2C=CC=CC=2)(C2C=CC=CC=2)C2C=CC=CC=2)(C2C=CC=CC=2)C2C=CC=CC=2)=CC=1.[Cu]I. The product is [F:3][C:4]1[C:5]([C:12]([F:15])([F:14])[F:13])=[CH:6][C:7]([C:21]2[CH:26]=[CH:25][N:24]=[N:23][CH:22]=2)=[C:8]([OH:10])[CH:9]=1. The yield is 0.620. (10) The reactants are C([O-])([O-])=O.[Na+].[Na+].[Br:7][C:8]1[CH:9]=[C:10]([C:29]#[C:30][Si](C)(C)C)[C:11]([N:14]([C:22]([O:24][C:25]([CH3:28])([CH3:27])[CH3:26])=[O:23])[C:15](=[O:21])[O:16][C:17]([CH3:20])([CH3:19])[CH3:18])=[N:12][CH:13]=1. The catalyst is CN(C=O)C.CCOC(C)=O.O. The product is [Br:7][C:8]1[CH:9]=[C:10]([C:29]#[CH:30])[C:11]([N:14]([C:22]([O:24][C:25]([CH3:28])([CH3:27])[CH3:26])=[O:23])[C:15](=[O:21])[O:16][C:17]([CH3:19])([CH3:20])[CH3:18])=[N:12][CH:13]=1. The yield is 1.00.